From a dataset of Forward reaction prediction with 1.9M reactions from USPTO patents (1976-2016). Predict the product of the given reaction. (1) Given the reactants FC1C=C(C2C=C(CO)C=NC=2OCCC)C=CC=1F.[Br:21][C:22]1[C:23]([O:30][CH2:31][CH3:32])=[N:24][CH:25]=[C:26]([CH2:28]Cl)[CH:27]=1.[NH2:33][C:34]1[N:39]=[CH:38][C:37](B(O)O)=[CH:36][N:35]=1, predict the reaction product. The product is: [Br:21][C:22]1[CH:27]=[C:26]([CH2:28][C:37]2[CH:36]=[N:35][C:34]([NH2:33])=[N:39][CH:38]=2)[CH:25]=[N:24][C:23]=1[O:30][CH2:31][CH3:32]. (2) Given the reactants [Cl:1][C:2]1[CH:7]=[CH:6][C:5]([C:8]2[CH:13]=[CH:12][N+:11]([O-])=[CH:10][CH:9]=2)=[C:4]([O:15][CH3:16])[CH:3]=1.C(OC(=O)C)(=[O:19])C, predict the reaction product. The product is: [Cl:1][C:2]1[CH:7]=[CH:6][C:5]([C:8]2[CH:13]=[CH:12][NH:11][C:10](=[O:19])[CH:9]=2)=[C:4]([O:15][CH3:16])[CH:3]=1. (3) Given the reactants [NH2:1][CH2:2][C@H:3]1[N:10]([C:11]([C:13]2[N:14]=[C:15]([CH3:25])[S:16][C:17]=2[C:18]2[CH:19]=[C:20]([CH3:24])[CH:21]=[CH:22][CH:23]=2)=[O:12])[CH2:9][C@H:8]2[C@@H:4]1[CH2:5][CH:6]([CH3:26])[CH2:7]2.[Cl:27][C:28]1[CH:29]=[N:30][CH:31]=[C:32]([CH:36]=1)[C:33](O)=[O:34], predict the reaction product. The product is: [Cl:27][C:28]1[CH:29]=[N:30][CH:31]=[C:32]([CH:36]=1)[C:33]([NH:1][CH2:2][C@H:3]1[N:10]([C:11]([C:13]2[N:14]=[C:15]([CH3:25])[S:16][C:17]=2[C:18]2[CH:19]=[C:20]([CH3:24])[CH:21]=[CH:22][CH:23]=2)=[O:12])[CH2:9][C@H:8]2[C@@H:4]1[CH2:5][CH:6]([CH3:26])[CH2:7]2)=[O:34]. (4) Given the reactants [C:1]([C:3]1[CH:8]=[CH:7][C:6]([CH2:9][CH2:10][C:11]2[N:34]([CH3:35])[C:14]3=[N:15][CH:16]=[C:17]([C:19]([N:21]4[C:29]5[C:24](=[CH:25][CH:26]=[CH:27][CH:28]=5)[CH2:23][CH:22]4[C:30]([O:32][CH3:33])=[O:31])=[O:20])[CH:18]=[C:13]3[N:12]=2)=[CH:5][CH:4]=1)#[N:2].[ClH:36].C(=O)([O-])[O-].[NH4+:41].[NH4+].C(OCC)(=O)C.C(O)C.N, predict the reaction product. The product is: [ClH:36].[C:1]([C:3]1[CH:8]=[CH:7][C:6]([CH2:9][CH2:10][C:11]2[N:34]([CH3:35])[C:14]3=[N:15][CH:16]=[C:17]([C:19]([N:21]4[C:29]5[C:24](=[CH:25][CH:26]=[CH:27][CH:28]=5)[CH2:23][CH:22]4[C:30]([O:32][CH3:33])=[O:31])=[O:20])[CH:18]=[C:13]3[N:12]=2)=[CH:5][CH:4]=1)(=[NH:41])[NH2:2]. (5) Given the reactants [NH2:1][CH2:2][CH2:3][N:4]([CH2:8][CH2:9][NH2:10])[CH2:5][CH2:6][NH2:7].[C:11](O[C:11]([O:13][C:14]([CH3:17])([CH3:16])[CH3:15])=[O:12])([O:13][C:14]([CH3:17])([CH3:16])[CH3:15])=[O:12], predict the reaction product. The product is: [C:14]([O:13][C:11]([NH:1][CH2:2][CH2:3][N:4]([CH2:8][CH2:9][NH:10][C:11]([O:13][C:14]([CH3:17])([CH3:16])[CH3:15])=[O:12])[CH2:5][CH2:6][NH2:7])=[O:12])([CH3:17])([CH3:16])[CH3:15]. (6) Given the reactants CO[C:3]([C:5]1[CH:10]=[C:9]([CH3:11])[C:8]([Br:12])=[CH:7][N:6]=1)=[O:4].[NH2:13][CH2:14][CH2:15][OH:16], predict the reaction product. The product is: [OH:16][CH2:15][CH2:14][NH:13][C:3]([C:5]1[CH:10]=[C:9]([CH3:11])[C:8]([Br:12])=[CH:7][N:6]=1)=[O:4].